Dataset: Forward reaction prediction with 1.9M reactions from USPTO patents (1976-2016). Task: Predict the product of the given reaction. (1) Given the reactants C(N(CC)CC)C.[C:8](OC(=O)C)(=[O:10])[CH3:9].[C:15]([O:19][C:20]([N:22]1[C@@H:27]([C@@H:28]([OH:40])[C@@H:29]([NH2:39])[CH2:30][C:31]2[CH:36]=[C:35]([F:37])[CH:34]=[C:33]([F:38])[CH:32]=2)[CH2:26][O:25][C@@H:24]([CH2:41][OH:42])[CH2:23]1)=[O:21])([CH3:18])([CH3:17])[CH3:16], predict the reaction product. The product is: [C:15]([O:19][C:20]([N:22]1[C@@H:27]([C@@H:28]([OH:40])[C@@H:29]([NH:39][C:8](=[O:10])[CH3:9])[CH2:30][C:31]2[CH:32]=[C:33]([F:38])[CH:34]=[C:35]([F:37])[CH:36]=2)[CH2:26][O:25][C@@H:24]([CH2:41][OH:42])[CH2:23]1)=[O:21])([CH3:17])([CH3:18])[CH3:16]. (2) Given the reactants Cl[C:2]1[C:3](=[O:15])[N:4]([CH3:14])[N:5]=[CH:6][C:7]=1[N:8]1[CH:12]=[CH:11][N:10]=[C:9]1[CH3:13].C(N(CC)CC)C, predict the reaction product. The product is: [CH3:14][N:4]1[C:3](=[O:15])[CH:2]=[C:7]([N:8]2[CH:12]=[CH:11][N:10]=[C:9]2[CH3:13])[CH:6]=[N:5]1. (3) The product is: [Cl:1][C:2]1[CH:7]=[CH:6][CH:5]=[CH:4][C:3]=1[C@H:8]([O:10][C:11]1[CH:15]=[C:14]([N:16]2[C:20]3[CH:21]=[CH:22][C:23]([C:25]4[CH:30]=[CH:29][N:28]=[C:27]([NH:38][CH2:37][CH2:35][OH:36])[CH:26]=4)=[CH:24][C:19]=3[N:18]=[CH:17]2)[S:13][C:12]=1[C:32]([NH2:34])=[O:33])[CH3:9]. Given the reactants [Cl:1][C:2]1[CH:7]=[CH:6][CH:5]=[CH:4][C:3]=1[C@H:8]([O:10][C:11]1[CH:15]=[C:14]([N:16]2[C:20]3[CH:21]=[CH:22][C:23]([C:25]4[CH:30]=[CH:29][N:28]=[C:27](F)[CH:26]=4)=[CH:24][C:19]=3[N:18]=[CH:17]2)[S:13][C:12]=1[C:32]([NH2:34])=[O:33])[CH3:9].[CH2:35]([CH2:37][NH2:38])[OH:36], predict the reaction product. (4) Given the reactants C([O:5][N:6]=[C:7]1[C:16]2[C:11](=[CH:12][CH:13]=[C:14]([O:17][CH2:18][CH2:19][Cl:20])[CH:15]=2)[O:10][C:9]([C:21]2[N:26]=[CH:25][N:24]3[CH:27]=[CH:28][CH:29]=[C:23]3[CH:22]=2)=[CH:8]1)(C)(C)C.[CH3:30][CH:31]1[CH2:35][CH2:34][CH2:33][NH:32]1, predict the reaction product. The product is: [ClH:20].[CH3:30][CH:31]1[CH2:35][CH2:34][CH2:33][N:32]1[CH2:19][CH2:18][O:17][C:14]1[CH:15]=[C:16]2[C:11](=[CH:12][CH:13]=1)[O:10][C:9]([C:21]1[N:26]=[CH:25][N:24]3[CH:27]=[CH:28][CH:29]=[C:23]3[CH:22]=1)=[CH:8][C:7]2=[N:6][OH:5]. (5) Given the reactants [F:1][C:2]1[CH:10]=[CH:9][C:5]([C:6]([NH2:8])=O)=[C:4]([S:11][CH3:12])[CH:3]=1.[H-].[Al+3].[Li+].[H-].[H-].[H-], predict the reaction product. The product is: [F:1][C:2]1[CH:10]=[CH:9][C:5]([CH2:6][NH2:8])=[C:4]([S:11][CH3:12])[CH:3]=1. (6) Given the reactants [CH3:1][N:2]1[CH2:7][CH2:6][N:5]([C:8](=[O:18])/[CH:9]=[CH:10]/[C:11]2[CH:12]=[C:13]([OH:17])[CH:14]=[CH:15][CH:16]=2)[CH2:4][CH2:3]1.CC1CC=CCC=1, predict the reaction product. The product is: [CH3:1][N:2]1[CH2:3][CH2:4][N:5]([C:8](=[O:18])[CH2:9][CH2:10][C:11]2[CH:12]=[C:13]([OH:17])[CH:14]=[CH:15][CH:16]=2)[CH2:6][CH2:7]1. (7) Given the reactants [CH:1]1([CH2:4][O:5][C:6]2[CH:11]=[C:10]([F:12])[C:9]([O:13][CH3:14])=[CH:8][C:7]=2[C:15]2[CH:20]=[CH:19][N:18]=[C:17]3[C:21]([C:33]([OH:35])=O)=[C:22]([CH3:32])[N:23]([CH2:24][O:25][CH2:26][CH2:27][Si:28]([CH3:31])([CH3:30])[CH3:29])[C:16]=23)[CH2:3][CH2:2]1.[NH2:36][C@H:37]1[CH2:42][CH2:41][C@H:40]([NH:43][C:44](=[O:50])[O:45][C:46]([CH3:49])([CH3:48])[CH3:47])[CH2:39][CH2:38]1, predict the reaction product. The product is: [CH:1]1([CH2:4][O:5][C:6]2[CH:11]=[C:10]([F:12])[C:9]([O:13][CH3:14])=[CH:8][C:7]=2[C:15]2[CH:20]=[CH:19][N:18]=[C:17]3[C:21]([C:33]([NH:36][C@H:37]4[CH2:42][CH2:41][C@H:40]([NH:43][C:44](=[O:50])[O:45][C:46]([CH3:48])([CH3:47])[CH3:49])[CH2:39][CH2:38]4)=[O:35])=[C:22]([CH3:32])[N:23]([CH2:24][O:25][CH2:26][CH2:27][Si:28]([CH3:31])([CH3:29])[CH3:30])[C:16]=23)[CH2:2][CH2:3]1.